Dataset: Forward reaction prediction with 1.9M reactions from USPTO patents (1976-2016). Task: Predict the product of the given reaction. (1) Given the reactants Cl[CH2:2][C:3]1[CH:4]=[C:5]([CH:41]=[CH:42][CH:43]=1)[C:6]([NH:8][C:9]1[CH:14]=[CH:13][C:12]([N:15]2[CH2:20][CH2:19][CH2:18][CH2:17][CH2:16]2)=[CH:11][C:10]=1[C:21]1[CH:22]=[C:23]([CH:38]=[CH:39][N:40]=1)[C:24]([NH:26][CH2:27][C:28]1[CH:33]=[CH:32][CH:31]=[C:30]([C:34]([F:37])([F:36])[F:35])[CH:29]=1)=[O:25])=[O:7].[SH:44][C:45]1[CH:46]=[C:47]([CH:51]=[CH:52][CH:53]=1)[C:48]([OH:50])=[O:49].C([O-])([O-])=O.[K+].[K+], predict the reaction product. The product is: [N:15]1([C:12]2[CH:13]=[CH:14][C:9]([NH:8][C:6]([C:5]3[CH:4]=[C:3]([CH:43]=[CH:42][CH:41]=3)[CH2:2][S:44][C:45]3[CH:46]=[C:47]([CH:51]=[CH:52][CH:53]=3)[C:48]([OH:50])=[O:49])=[O:7])=[C:10]([C:21]3[CH:22]=[C:23]([C:24](=[O:25])[NH:26][CH2:27][C:28]4[CH:33]=[CH:32][CH:31]=[C:30]([C:34]([F:35])([F:36])[F:37])[CH:29]=4)[CH:38]=[CH:39][N:40]=3)[CH:11]=2)[CH2:20][CH2:19][CH2:18][CH2:17][CH2:16]1. (2) Given the reactants [NH:1]1[C:5]2[CH:6]=[CH:7][CH:8]=[CH:9][C:4]=2[N:3]=[C:2]1[S:10][CH2:11][C:12]([O:14][CH2:15][CH3:16])=[O:13].C(OCC)C.[H-].[Na+].[CH2:24](Br)[C:25]1[CH:30]=[CH:29][CH:28]=[CH:27][CH:26]=1, predict the reaction product. The product is: [CH2:24]([N:1]1[C:5]2[CH:6]=[CH:7][CH:8]=[CH:9][C:4]=2[N:3]=[C:2]1[S:10][CH2:11][C:12]([O:14][CH2:15][CH3:16])=[O:13])[C:25]1[CH:30]=[CH:29][CH:28]=[CH:27][CH:26]=1. (3) Given the reactants Br[C:2]1[CH:7]=[CH:6][CH:5]=[C:4](Br)[C:3]=1[C:9]1[N:10]([CH2:24][C:25]2[CH:30]=[CH:29][C:28]([C:31]([CH3:34])([CH3:33])[CH3:32])=[CH:27][CH:26]=2)[C:11](=[O:23])[C:12]([C:16]([NH:18][CH2:19][C:20]([OH:22])=[O:21])=[O:17])=[C:13]([OH:15])[N:14]=1.[C:35]1(B(O)O)[CH:40]=[CH:39][CH:38]=[CH:37][CH:36]=1.C(=O)([O-])[O-].[Na+].[Na+].[OH-].[Na+], predict the reaction product. The product is: [CH3:34][C:31]([C:28]1[CH:27]=[CH:26][C:25]([CH2:24][N:10]2[C:11](=[O:23])[C:12]([C:16]([NH:18][CH2:19][C:20]([OH:22])=[O:21])=[O:17])=[C:13]([OH:15])[N:14]=[C:9]2[C:3]2[C:2]([C:35]3[CH:40]=[CH:39][CH:38]=[CH:37][CH:36]=3)=[CH:7][CH:6]=[CH:5][C:4]=2[C:2]2[CH:7]=[CH:6][CH:5]=[CH:4][CH:3]=2)=[CH:30][CH:29]=1)([CH3:32])[CH3:33]. (4) Given the reactants [Li]CCCC.Br[C:7]1[CH:30]=[CH:29][C:10]([O:11][Si:12]([C:25]([CH3:28])([CH3:27])[CH3:26])([C:19]2[CH:24]=[CH:23][CH:22]=[CH:21][CH:20]=2)[C:13]2[CH:18]=[CH:17][CH:16]=[CH:15][CH:14]=2)=[C:9]([O:31][CH3:32])[CH:8]=1.C([O:36][B:37](OC(C)C)[O:38]C(C)C)(C)C.Cl, predict the reaction product. The product is: [C:25]([Si:12]([C:19]1[CH:20]=[CH:21][CH:22]=[CH:23][CH:24]=1)([C:13]1[CH:14]=[CH:15][CH:16]=[CH:17][CH:18]=1)[O:11][C:10]1[CH:29]=[CH:30][C:7]([B:37]([OH:38])[OH:36])=[CH:8][C:9]=1[O:31][CH3:32])([CH3:27])([CH3:28])[CH3:26]. (5) Given the reactants [N+:1]([C:4]1[C:9](=[O:10])[NH:8][C:7](=[O:11])[NH:6][C:5]=1[C:12]([O-:14])=[O:13])([O-:3])=[O:2].[K+].S(=O)(=O)(O)O.[CH2:21](O)[CH3:22], predict the reaction product. The product is: [CH2:21]([O:13][C:12]([C:5]1[NH:6][C:7](=[O:11])[NH:8][C:9](=[O:10])[C:4]=1[N+:1]([O-:3])=[O:2])=[O:14])[CH3:22]. (6) Given the reactants [CH3:1][Mg]Br.[C:4]([O:8][C:9]([N:11]1[CH2:16][CH2:15][N:14]([C:17]([O:19][C:20]([CH3:23])([CH3:22])[CH3:21])=[O:18])[CH2:13][CH:12]1[CH2:24][CH:25]=[O:26])=[O:10])([CH3:7])([CH3:6])[CH3:5], predict the reaction product. The product is: [C:4]([O:8][C:9]([N:11]1[CH2:16][CH2:15][N:14]([C:17]([O:19][C:20]([CH3:23])([CH3:22])[CH3:21])=[O:18])[CH2:13][C@@H:12]1[CH2:24][C@@H:25]([OH:26])[CH3:1])=[O:10])([CH3:7])([CH3:6])[CH3:5].[C:4]([O:8][C:9]([N:11]1[CH2:16][CH2:15][N:14]([C:17]([O:19][C:20]([CH3:23])([CH3:22])[CH3:21])=[O:18])[CH2:13][C@@H:12]1[CH2:24][C@H:25]([OH:26])[CH3:1])=[O:10])([CH3:7])([CH3:6])[CH3:5]. (7) Given the reactants [Cl:1][C:2]1[C:3]([C:8]2[CH:17]=[C:16]3[C:11]([C:12](O)=[N:13][C:14]([CH2:18][N:19]4[CH2:24][C@@H:23]([CH3:25])[O:22][C@H:21]([CH3:26])[CH2:20]4)=[N:15]3)=[CH:10][CH:9]=2)=[N:4][CH:5]=[CH:6][CH:7]=1.N1C(C)=CC=CC=1C.O=P(Cl)(Cl)[Cl:38], predict the reaction product. The product is: [Cl:38][C:12]1[C:11]2[C:16](=[CH:17][C:8]([C:3]3[C:2]([Cl:1])=[CH:7][CH:6]=[CH:5][N:4]=3)=[CH:9][CH:10]=2)[N:15]=[C:14]([CH2:18][N:19]2[CH2:24][C@@H:23]([CH3:25])[O:22][C@H:21]([CH3:26])[CH2:20]2)[N:13]=1. (8) Given the reactants [CH3:1][CH:2]([CH:4]([NH2:8])[CH:5]([CH3:7])[CH3:6])[CH3:3].[F:9][C:10]1[C:15]([F:16])=[C:14]([C:17](O)=[O:18])[C:13]([F:20])=[C:12]([F:21])[C:11]=1[CH3:22], predict the reaction product. The product is: [CH3:1][CH:2]([CH:4]([NH:8][C:17](=[O:18])[C:14]1[C:13]([F:20])=[C:12]([F:21])[C:11]([CH3:22])=[C:10]([F:9])[C:15]=1[F:16])[CH:5]([CH3:7])[CH3:6])[CH3:3].